From a dataset of Full USPTO retrosynthesis dataset with 1.9M reactions from patents (1976-2016). Predict the reactants needed to synthesize the given product. (1) Given the product [C:3]([O:7][C:8]([NH:10][C:11]1[CH:12]=[CH:13][C:14]([CH2:17][CH2:18][O:19][C:39]2[CH:38]=[CH:37][C:36]([CH2:35][C:34]([O:44][CH2:45][CH3:46])([CH3:43])[C:33]([OH:47])=[O:32])=[CH:41][CH:40]=2)=[CH:15][CH:16]=1)=[O:9])([CH3:4])([CH3:5])[CH3:6], predict the reactants needed to synthesize it. The reactants are: [OH-].[Na+].[C:3]([O:7][C:8]([NH:10][C:11]1[CH:16]=[CH:15][C:14]([CH2:17][CH2:18][O:19]S(C2C=CC(C)=CC=2)(=O)=O)=[CH:13][CH:12]=1)=[O:9])([CH3:6])([CH3:5])[CH3:4].C([O:32][C:33](=[O:47])[C:34]([O:44][CH2:45][CH3:46])([CH3:43])[CH2:35][C:36]1[CH:41]=[CH:40][C:39](O)=[CH:38][CH:37]=1)C.O. (2) Given the product [CH:25]1([N:17]2[CH2:16][CH2:15][C:14]3[CH:20]=[CH:21][C:11]([O:10][C:7]4[CH:8]=[CH:9][C:4]([C:3]([NH:2][CH3:1])=[O:24])=[CH:5][C:6]=4[O:22][CH3:23])=[CH:12][C:13]=3[CH2:19][CH2:18]2)[CH2:28][CH2:27][CH2:26]1, predict the reactants needed to synthesize it. The reactants are: [CH3:1][NH:2][C:3](=[O:24])[C:4]1[CH:9]=[CH:8][C:7]([O:10][C:11]2[CH:21]=[CH:20][C:14]3[CH2:15][CH2:16][NH:17][CH2:18][CH2:19][C:13]=3[CH:12]=2)=[C:6]([O:22][CH3:23])[CH:5]=1.[C:25]1(=O)[CH2:28][CH2:27][CH2:26]1.C(O[BH-](OC(=O)C)OC(=O)C)(=O)C.[Na+]. (3) Given the product [C:9]([C:13]1[CH:14]=[CH:15][C:16]([N:19]([CH3:26])[CH2:20][CH2:21][CH2:22][N:23]([CH3:25])[CH3:24])=[C:17]([N+:2]([O-:3])=[O:1])[CH:18]=1)([CH3:12])([CH3:10])[CH3:11], predict the reactants needed to synthesize it. The reactants are: [O:1]=[N+:2]=[O:3].F[B-](F)(F)F.[C:9]([C:13]1[CH:18]=[CH:17][C:16]([N:19]([CH3:26])[CH2:20][CH2:21][CH2:22][N:23]([CH3:25])[CH3:24])=[CH:15][CH:14]=1)([CH3:12])([CH3:11])[CH3:10]. (4) Given the product [Cl:1][C:2]1[N:10]=[C:9]2[C:5]([N:6]=[CH:7][N:8]2[CH:11]([CH3:13])[CH3:12])=[C:4]([NH:15][C:16]2[CH:21]=[CH:20][CH:19]=[CH:18][CH:17]=2)[N:3]=1, predict the reactants needed to synthesize it. The reactants are: [Cl:1][C:2]1[N:10]=[C:9]2[C:5]([N:6]=[CH:7][N:8]2[CH:11]([CH3:13])[CH3:12])=[C:4](Cl)[N:3]=1.[NH2:15][C:16]1[CH:21]=[CH:20][CH:19]=[CH:18][CH:17]=1. (5) Given the product [NH2:22][C:18]1[CH:17]=[C:16]([CH3:25])[C:15]([O:14][C:12]2[CH:11]=[CH:10][C:9]([OH:26])=[C:8]([S:5]([CH2:4][CH:1]3[CH2:2][CH2:3]3)(=[O:7])=[O:6])[CH:13]=2)=[C:20]([CH3:21])[CH:19]=1, predict the reactants needed to synthesize it. The reactants are: [CH:1]1([CH2:4][S:5]([C:8]2[CH:13]=[C:12]([O:14][C:15]3[C:20]([CH3:21])=[CH:19][C:18]([N+:22]([O-])=O)=[CH:17][C:16]=3[CH3:25])[CH:11]=[CH:10][C:9]=2[OH:26])(=[O:7])=[O:6])[CH2:3][CH2:2]1.